This data is from NCI-60 drug combinations with 297,098 pairs across 59 cell lines. The task is: Regression. Given two drug SMILES strings and cell line genomic features, predict the synergy score measuring deviation from expected non-interaction effect. Drug 1: CN(C)C1=NC(=NC(=N1)N(C)C)N(C)C. Drug 2: C(CC(=O)O)C(=O)CN.Cl. Cell line: T-47D. Synergy scores: CSS=-4.02, Synergy_ZIP=0.218, Synergy_Bliss=-4.81, Synergy_Loewe=-10.5, Synergy_HSA=-8.86.